Dataset: Reaction yield outcomes from USPTO patents with 853,638 reactions. Task: Predict the reaction yield, written as a fraction of the theoretical maximum amount of product (1.0 means a 100% yield; for example, 0.34 means a 34% yield). (1) The reactants are C([O:8][C:9]1[CH:14]=[C:13]([O:15]CC2C=CC=CC=2)[C:12]([C:23]([CH3:25])=[CH2:24])=[CH:11][C:10]=1[C:26]([N:28]1[CH2:36][C:35]2[C:30](=[CH:31][CH:32]=[CH:33][C:34]=2[O:37][CH2:38][CH2:39][CH2:40][N:41]2[CH2:46][CH2:45][O:44][CH2:43][CH2:42]2)[CH2:29]1)=[O:27])C1C=CC=CC=1. The catalyst is CO.[Pd]. The product is [OH:8][C:9]1[CH:14]=[C:13]([OH:15])[C:12]([CH:23]([CH3:25])[CH3:24])=[CH:11][C:10]=1[C:26]([N:28]1[CH2:36][C:35]2[C:30](=[CH:31][CH:32]=[CH:33][C:34]=2[O:37][CH2:38][CH2:39][CH2:40][N:41]2[CH2:42][CH2:43][O:44][CH2:45][CH2:46]2)[CH2:29]1)=[O:27]. The yield is 0.0600. (2) The yield is 0.530. The reactants are [Cl:1][C:2]1[CH:7]=[CH:6][C:5]([C@@H:8]([C:24]2[CH:25]=[N:26][C:27]([O:30][CH3:31])=[CH:28][CH:29]=2)[CH2:9][C:10]([N:12]2[C@@H:16]([C:17]3[CH:22]=[CH:21][CH:20]=[CH:19][CH:18]=3)[CH2:15][O:14][C:13]2=[O:23])=[O:11])=[CH:4][CH:3]=1.C[Si]([N-][Si](C)(C)C)(C)C.[Na+].CC(C1C=C(C(C)C)C(S([N:57]=[N+:58]=[N-:59])(=O)=O)=C(C(C)C)C=1)C.C(O)(=O)C. The catalyst is C1COCC1.C([O-])(=O)C.C[N+](C)(C)C. The product is [N:57]([C@@H:9]([C@@H:8]([C:5]1[CH:6]=[CH:7][C:2]([Cl:1])=[CH:3][CH:4]=1)[C:24]1[CH:25]=[N:26][C:27]([O:30][CH3:31])=[CH:28][CH:29]=1)[C:10]([N:12]1[C@@H:16]([C:17]2[CH:22]=[CH:21][CH:20]=[CH:19][CH:18]=2)[CH2:15][O:14][C:13]1=[O:23])=[O:11])=[N+:58]=[N-:59]. (3) The reactants are FC(F)(F)C(O)=O.[S:8]1[C:12]2[CH:13]=[CH:14][CH:15]=[CH:16][C:11]=2[N:10]=[C:9]1[NH:17][C:18]([N:20]1[C:29]2[C:24](=[CH:25][CH:26]=[C:27]([C:30]3[N:35]=[C:34]([C:36]([O:38]C(C)(C)C)=[O:37])[CH:33]=[CH:32][CH:31]=3)[CH:28]=2)[N:23]([CH3:43])[CH2:22][CH2:21]1)=[O:19]. The catalyst is C(Cl)Cl. The product is [S:8]1[C:12]2[CH:13]=[CH:14][CH:15]=[CH:16][C:11]=2[N:10]=[C:9]1[NH:17][C:18]([N:20]1[C:29]2[C:24](=[CH:25][CH:26]=[C:27]([C:30]3[N:35]=[C:34]([C:36]([OH:38])=[O:37])[CH:33]=[CH:32][CH:31]=3)[CH:28]=2)[N:23]([CH3:43])[CH2:22][CH2:21]1)=[O:19]. The yield is 0.700. (4) The reactants are Cl[C:2]1[CH:7]=[C:6]2[CH2:8][O:9][C:10]3[CH:41]=[C:40]4[C:13]([CH:14]=[CH:15][C:16]5[N:20]=[C:19]([C@@H:21]6[CH2:25][C@H:24]([O:26][CH2:27][CH3:28])[CH2:23][N:22]6[C:29](=[O:39])[C@@H:30]([NH:34][C:35](=[O:38])[O:36][CH3:37])[CH:31]([CH3:33])[CH3:32])[NH:18][C:17]=54)=[CH:12][C:11]=3[C:5]2=[CH:4][CH:3]=1.[CH3:42][C:43]1([CH3:59])[C:47]([CH3:49])([CH3:48])[O:46][B:45]([B:45]2[O:46][C:47]([CH3:49])([CH3:48])[C:43]([CH3:59])([CH3:42])[O:44]2)[O:44]1.C([O-])(=O)C.[K+].C1(P(C2CCCCC2)C2C=CC=CC=2C2C(C(C)C)=CC(C(C)C)=CC=2C(C)C)CCCCC1. The catalyst is O1CCOCC1.C1C=CC(/C=C/C(/C=C/C2C=CC=CC=2)=O)=CC=1.C1C=CC(/C=C/C(/C=C/C2C=CC=CC=2)=O)=CC=1.[Pd]. The product is [CH2:27]([O:26][C@@H:24]1[CH2:23][N:22]([C:29](=[O:39])[C@@H:30]([NH:34][C:35](=[O:38])[O:36][CH3:37])[CH:31]([CH3:33])[CH3:32])[C@H:21]([C:19]2[NH:18][C:17]3[C:40]4[C:13]([CH:14]=[CH:15][C:16]=3[N:20]=2)=[CH:12][C:11]2[C:5]3[C:6]([CH2:8][O:9][C:10]=2[CH:41]=4)=[CH:7][C:2]([B:45]2[O:46][C:47]([CH3:49])([CH3:48])[C:43]([CH3:59])([CH3:42])[O:44]2)=[CH:3][CH:4]=3)[CH2:25]1)[CH3:28]. The yield is 0.730. (5) The reactants are [NH2:1][C:2]1[N:7]=[CH:6][C:5]([N:8]2[CH2:13][CH2:12][N:11]([C:14]([O:16][C:17]([CH3:20])([CH3:19])[CH3:18])=[O:15])[CH2:10][CH2:9]2)=[CH:4][CH:3]=1.[Cl:21][C:22]1[CH:23]=[C:24](Br)[C:25]2[N:26]([CH:28]=[CH:29][N:30]=2)[CH:27]=1.C(=O)([O-])[O-].[Cs+].[Cs+].CC1(C)C2C(=C(P(C3C=CC=CC=3)C3C=CC=CC=3)C=CC=2)OC2C(P(C3C=CC=CC=3)C3C=CC=CC=3)=CC=CC1=2. The catalyst is C1C=CC(/C=C/C(/C=C/C2C=CC=CC=2)=O)=CC=1.C1C=CC(/C=C/C(/C=C/C2C=CC=CC=2)=O)=CC=1.C1C=CC(/C=C/C(/C=C/C2C=CC=CC=2)=O)=CC=1.[Pd].[Pd].O1CCOCC1. The product is [Cl:21][C:22]1[CH:23]=[C:24]([NH:1][C:2]2[N:7]=[CH:6][C:5]([N:8]3[CH2:13][CH2:12][N:11]([C:14]([O:16][C:17]([CH3:20])([CH3:19])[CH3:18])=[O:15])[CH2:10][CH2:9]3)=[CH:4][CH:3]=2)[C:25]2[N:26]([CH:28]=[CH:29][N:30]=2)[CH:27]=1. The yield is 0.780. (6) The reactants are [CH3:1][C:2]1[CH:7]=[CH:6][C:5]([CH3:8])=[CH:4][C:3]=1[NH:9][C:10]1[N:15]2[N:16]=[CH:17][C:18]([C:19]([O:21][CH2:22][CH3:23])=[O:20])=[C:14]2[N:13]=[CH:12][C:11]=1[C:24]([OH:26])=O.Cl.[F:28][C:29]1[CH:34]=[CH:33][C:32]([C:35]2[CH2:36][CH2:37][NH:38][CH2:39][CH:40]=2)=[CH:31][CH:30]=1. No catalyst specified. The product is [CH3:1][C:2]1[CH:7]=[CH:6][C:5]([CH3:8])=[CH:4][C:3]=1[NH:9][C:10]1[N:15]2[N:16]=[CH:17][C:18]([C:19]([O:21][CH2:22][CH3:23])=[O:20])=[C:14]2[N:13]=[CH:12][C:11]=1[C:24]([N:38]1[CH2:37][CH:36]=[C:35]([C:32]2[CH:33]=[CH:34][C:29]([F:28])=[CH:30][CH:31]=2)[CH2:40][CH2:39]1)=[O:26]. The yield is 0.750. (7) The reactants are [NH2:1][CH:2]1[CH2:7][CH2:6][N:5]([C:8]2[CH:18]=[CH:17][C:11]([C:12]([O:14][CH2:15][CH3:16])=[O:13])=[CH:10][CH:9]=2)[CH2:4][CH2:3]1.CCN(CC)CC.[C:26](Cl)(=[O:28])[CH3:27]. The catalyst is C(Cl)Cl. The product is [C:26]([NH:1][CH:2]1[CH2:7][CH2:6][N:5]([C:8]2[CH:18]=[CH:17][C:11]([C:12]([O:14][CH2:15][CH3:16])=[O:13])=[CH:10][CH:9]=2)[CH2:4][CH2:3]1)(=[O:28])[CH3:27]. The yield is 1.00.